This data is from Forward reaction prediction with 1.9M reactions from USPTO patents (1976-2016). The task is: Predict the product of the given reaction. (1) Given the reactants [Cl-].[Al+3].[Cl-].[Cl-].[CH2:5]([O:7][C:8](=[O:11])[C:9]#[CH:10])[CH3:6].[CH3:12][C:13]1[O:14]C=[CH:16][CH:17]=1.O.[CH2:19](Cl)Cl, predict the reaction product. The product is: [OH:14][C:13]1[CH:17]=[CH:16][C:10]([CH3:19])=[C:9]([CH:12]=1)[C:8]([O:7][CH2:5][CH3:6])=[O:11]. (2) Given the reactants [NH2:1][C:2]1[CH:3]=[CH:4][C:5]([CH2:8][N:9]([CH3:13])[CH2:10][CH2:11][OH:12])=[N:6][CH:7]=1.N1C=CC=CC=1.Cl[C:21]([O:23][C:24]1[CH:29]=[CH:28][CH:27]=[CH:26][CH:25]=1)=[O:22], predict the reaction product. The product is: [OH:12][CH2:11][CH2:10][N:9]([CH2:8][C:5]1[N:6]=[CH:7][C:2]([NH:1][C:21](=[O:22])[O:23][C:24]2[CH:29]=[CH:28][CH:27]=[CH:26][CH:25]=2)=[CH:3][CH:4]=1)[CH3:13]. (3) The product is: [C:1]([O:5][C:6](=[O:20])[NH:7][C:8]1[CH:13]=[C:12]([CH3:14])[C:11]([C:15]([F:18])([F:17])[F:16])=[CH:10][C:9]=1[NH:19][C:26](=[O:25])[CH2:27][C:28]([C:30]1[CH:35]=[CH:34][CH:33]=[C:32]([C:36]2[CH:41]=[CH:40][N:39]=[C:38]([CH:42]3[CH2:43][CH2:44]3)[CH:37]=2)[CH:31]=1)=[O:29])([CH3:4])([CH3:2])[CH3:3]. Given the reactants [C:1]([O:5][C:6](=[O:20])[NH:7][C:8]1[CH:13]=[C:12]([CH3:14])[C:11]([C:15]([F:18])([F:17])[F:16])=[CH:10][C:9]=1[NH2:19])([CH3:4])([CH3:3])[CH3:2].C([O:25][C:26](=O)[CH2:27][C:28]([C:30]1[CH:35]=[CH:34][CH:33]=[C:32]([C:36]2[CH:41]=[CH:40][N:39]=[C:38]([CH:42]3[CH2:44][CH2:43]3)[CH:37]=2)[CH:31]=1)=[O:29])(C)(C)C, predict the reaction product. (4) The product is: [NH:11]1[C:12]2[C:8](=[CH:7][CH:15]=[N:14][CH:13]=2)[CH:9]=[CH:10]1. Given the reactants N1C=NC=N1.Br[C:7]1[CH:15]=[N:14][C:13](Cl)=[C:12]2[C:8]=1[CH:9]=[CH:10][NH:11]2.C[O-].[Na+].COC1C=NC(Cl)=C2C=1C=CN2.C([O-])([O-])=O.[K+].[K+].C([O-])([O-])=O.[Cs+].[Cs+], predict the reaction product.